Dataset: NCI-60 drug combinations with 297,098 pairs across 59 cell lines. Task: Regression. Given two drug SMILES strings and cell line genomic features, predict the synergy score measuring deviation from expected non-interaction effect. (1) Drug 1: CC1=C2C(C(=O)C3(C(CC4C(C3C(C(C2(C)C)(CC1OC(=O)C(C(C5=CC=CC=C5)NC(=O)OC(C)(C)C)O)O)OC(=O)C6=CC=CC=C6)(CO4)OC(=O)C)O)C)O. Drug 2: C1CN(CCN1C(=O)CCBr)C(=O)CCBr. Cell line: MDA-MB-231. Synergy scores: CSS=22.3, Synergy_ZIP=-0.927, Synergy_Bliss=2.90, Synergy_Loewe=8.05, Synergy_HSA=6.27. (2) Synergy scores: CSS=67.1, Synergy_ZIP=-0.212, Synergy_Bliss=0.158, Synergy_Loewe=-1.50, Synergy_HSA=2.05. Cell line: SR. Drug 2: CN(CCCl)CCCl.Cl. Drug 1: CC1OCC2C(O1)C(C(C(O2)OC3C4COC(=O)C4C(C5=CC6=C(C=C35)OCO6)C7=CC(=C(C(=C7)OC)O)OC)O)O. (3) Drug 1: CN1CCC(CC1)COC2=C(C=C3C(=C2)N=CN=C3NC4=C(C=C(C=C4)Br)F)OC. Drug 2: CC1=C2C(C(=O)C3(C(CC4C(C3C(C(C2(C)C)(CC1OC(=O)C(C(C5=CC=CC=C5)NC(=O)OC(C)(C)C)O)O)OC(=O)C6=CC=CC=C6)(CO4)OC(=O)C)O)C)O. Cell line: HT29. Synergy scores: CSS=50.6, Synergy_ZIP=7.87, Synergy_Bliss=5.88, Synergy_Loewe=-23.1, Synergy_HSA=4.23. (4) Drug 1: C1=CN(C(=O)N=C1N)C2C(C(C(O2)CO)O)O.Cl. Drug 2: C1CNP(=O)(OC1)N(CCCl)CCCl. Cell line: SF-295. Synergy scores: CSS=-1.49, Synergy_ZIP=0.881, Synergy_Bliss=1.46, Synergy_Loewe=-0.450, Synergy_HSA=-0.726. (5) Drug 1: COC1=CC(=CC(=C1O)OC)C2C3C(COC3=O)C(C4=CC5=C(C=C24)OCO5)OC6C(C(C7C(O6)COC(O7)C8=CC=CS8)O)O. Drug 2: C1=NC(=NC(=O)N1C2C(C(C(O2)CO)O)O)N. Cell line: MDA-MB-435. Synergy scores: CSS=0.561, Synergy_ZIP=-1.20, Synergy_Bliss=3.44, Synergy_Loewe=-1.48, Synergy_HSA=-0.949.